This data is from Forward reaction prediction with 1.9M reactions from USPTO patents (1976-2016). The task is: Predict the product of the given reaction. Given the reactants O=[C:2]1[CH2:7][CH2:6][CH2:5][N:4]([C:8]([O:10][C:11]([CH3:14])([CH3:13])[CH3:12])=[O:9])[CH2:3]1.[Cl-].[NH4+:16].[C-]#N.[K+].C([N:22]([CH2:25]C)CC)C.[C:27](Cl)(=[O:29])[CH3:28].C(=O)([O-])O.[Na+], predict the reaction product. The product is: [C:27]([NH:16][C:2]1([C:25]#[N:22])[CH2:7][CH2:6][CH2:5][N:4]([C:8]([O:10][C:11]([CH3:14])([CH3:13])[CH3:12])=[O:9])[CH2:3]1)(=[O:29])[CH3:28].